This data is from TCR-epitope binding with 47,182 pairs between 192 epitopes and 23,139 TCRs. The task is: Binary Classification. Given a T-cell receptor sequence (or CDR3 region) and an epitope sequence, predict whether binding occurs between them. The TCR CDR3 sequence is CAKGTANTGELFF. The epitope is TSDLATNNLVVMAY. Result: 0 (the TCR does not bind to the epitope).